Dataset: Forward reaction prediction with 1.9M reactions from USPTO patents (1976-2016). Task: Predict the product of the given reaction. (1) Given the reactants COC1C=C(C[NH:12][CH:13]2[CH2:18][CH2:17][N:16]([C:19]([O:21][C:22]([CH3:25])([CH3:24])[CH3:23])=[O:20])[CH2:15][CH2:14]2)C=CC=1OC.C(N(C(C)C)CC)(C)C.[CH3:35][O:36][C:37]1[CH:42]=[CH:41][C:40]([CH2:43][C:44](Cl)=[O:45])=[CH:39][CH:38]=1.O, predict the reaction product. The product is: [C:22]([O:21][C:19]([N:16]1[CH2:17][CH2:18][CH:13]([NH:12][C:44](=[O:45])[CH2:43][C:40]2[CH:41]=[CH:42][C:37]([O:36][CH3:35])=[CH:38][CH:39]=2)[CH2:14][CH2:15]1)=[O:20])([CH3:25])([CH3:23])[CH3:24]. (2) Given the reactants [NH:1]1[C:9]2[CH:8]=[CH:7][N:6]=[CH:5][C:4]=2[N:3]=[C:2]1[SH:10].[C:11](=O)([O-])[O-].[K+].[K+].CI, predict the reaction product. The product is: [CH3:11][S:10][C:2]1[NH:1][C:9]2[CH:8]=[CH:7][N:6]=[CH:5][C:4]=2[N:3]=1. (3) The product is: [F:24][C:21]1[CH:22]=[CH:23][C:18]([CH:16]2[CH2:17][CH:15]2[C:13]([NH:12][C:4]2[CH:3]=[C:2]([N:26]3[CH2:31][CH2:30][CH:29]([NH:32][C:33]([NH2:35])=[O:34])[CH2:28][CH2:27]3)[N:7]3[N:8]=[C:9]([CH3:11])[CH:10]=[C:6]3[N:5]=2)=[O:14])=[CH:19][CH:20]=1. Given the reactants Cl[C:2]1[N:7]2[N:8]=[C:9]([CH3:11])[CH:10]=[C:6]2[N:5]=[C:4]([NH:12][C:13]([CH:15]2[CH2:17][CH:16]2[C:18]2[CH:23]=[CH:22][C:21]([F:24])=[CH:20][CH:19]=2)=[O:14])[CH:3]=1.Cl.[NH:26]1[CH2:31][CH2:30][CH:29]([NH:32][C:33]([NH2:35])=[O:34])[CH2:28][CH2:27]1, predict the reaction product. (4) Given the reactants I[CH2:2][CH2:3][CH2:4][CH:5]([CH2:24][CH2:25][CH2:26][CH2:27][CH2:28][CH2:29][CH2:30][CH2:31][CH2:32][CH2:33][CH2:34][CH2:35][CH2:36][CH2:37][CH2:38][CH2:39][CH2:40][CH3:41])[CH2:6][CH2:7][CH2:8][CH2:9][CH2:10][CH2:11][CH2:12][CH2:13][CH2:14][CH2:15][CH2:16][CH2:17][CH2:18][CH2:19][CH2:20][CH2:21][CH2:22][CH3:23].[Br:42][C:43]1[CH:51]=[C:50]2[C:46]([C:47](=[O:53])[C:48](=[O:52])[NH:49]2)=[CH:45][CH:44]=1.C([O-])([O-])=O.[K+].[K+], predict the reaction product. The product is: [Br:42][C:43]1[CH:51]=[C:50]2[C:46]([C:47](=[O:53])[C:48](=[O:52])[N:49]2[CH2:2][CH2:3][CH2:4][CH:5]([CH2:24][CH2:25][CH2:26][CH2:27][CH2:28][CH2:29][CH2:30][CH2:31][CH2:32][CH2:33][CH2:34][CH2:35][CH2:36][CH2:37][CH2:38][CH2:39][CH2:40][CH3:41])[CH2:6][CH2:7][CH2:8][CH2:9][CH2:10][CH2:11][CH2:12][CH2:13][CH2:14][CH2:15][CH2:16][CH2:17][CH2:18][CH2:19][CH2:20][CH2:21][CH2:22][CH3:23])=[CH:45][CH:44]=1. (5) The product is: [C:1]([O:5][C:6]([N:8]1[CH2:13][C@H:12]([OH:11])[C@H:10]2[NH:16][CH2:15][CH2:14][C@@H:9]12)=[O:7])([CH3:4])([CH3:3])[CH3:2]. Given the reactants [C:1]([O:5][C:6]([N:8]1[CH2:13][CH:12]2[CH:10]([O:11]2)[C@H:9]1[CH2:14][CH2:15][NH:16]C(OCC1C=CC=CC=1)=O)=[O:7])([CH3:4])([CH3:3])[CH3:2], predict the reaction product. (6) Given the reactants [NH2:1][CH2:2][C@H:3]1[O:8][CH2:7][CH2:6][N:5]([C:9]([O:11][C:12]([CH3:15])([CH3:14])[CH3:13])=[O:10])[CH2:4]1.CCN(C(C)C)C(C)C.F[C:26]1[CH:31]=[CH:30][C:29]([CH3:32])=[CH:28][C:27]=1[N+:33]([O-])=O.C(O)(=O)C, predict the reaction product. The product is: [NH2:33][C:27]1[CH:28]=[C:29]([CH3:32])[CH:30]=[CH:31][C:26]=1[NH:1][CH2:2][C@H:3]1[O:8][CH2:7][CH2:6][N:5]([C:9]([O:11][C:12]([CH3:15])([CH3:14])[CH3:13])=[O:10])[CH2:4]1. (7) Given the reactants [CH2:1]([O:3][C:4](=[O:16])[CH2:5][N:6]1[C:14]2[C:9](=[CH:10][CH:11]=[C:12]([OH:15])[CH:13]=2)[CH:8]=[CH:7]1)[CH3:2].[CH3:17][C:18]1[C:23]([CH2:24]O)=[CH:22][CH:21]=[C:20]([C:26]2[CH:31]=[CH:30][C:29]([C:32]([F:35])([F:34])[F:33])=[CH:28][CH:27]=2)[N:19]=1.C(P(CCCC)CCCC)CCC.CN(C)C(N=NC(N(C)C)=O)=O, predict the reaction product. The product is: [CH2:1]([O:3][C:4](=[O:16])[CH2:5][N:6]1[C:14]2[C:9](=[CH:10][CH:11]=[C:12]([O:15][CH2:24][C:23]3[C:18]([CH3:17])=[N:19][C:20]([C:26]4[CH:27]=[CH:28][C:29]([C:32]([F:35])([F:33])[F:34])=[CH:30][CH:31]=4)=[CH:21][CH:22]=3)[CH:13]=2)[CH:8]=[CH:7]1)[CH3:2].